From a dataset of Full USPTO retrosynthesis dataset with 1.9M reactions from patents (1976-2016). Predict the reactants needed to synthesize the given product. (1) Given the product [C:1]([C:5]1[N:9]([CH2:10][CH:11]2[CH2:16][CH2:15][C:14]([F:18])([F:17])[CH2:13][CH2:12]2)[C:8]2[CH:19]=[CH:20][C:21]([C:23]([N:59]3[CH2:69][CH2:68][CH2:67][CH:61]([C:62]([O:64][CH2:65][CH3:66])=[O:63])[CH2:60]3)=[O:24])=[CH:22][C:7]=2[N:6]=1)([CH3:4])([CH3:2])[CH3:3], predict the reactants needed to synthesize it. The reactants are: [C:1]([C:5]1[N:9]([CH2:10][CH:11]2[CH2:16][CH2:15][C:14]([F:18])([F:17])[CH2:13][CH2:12]2)[C:8]2[CH:19]=[CH:20][C:21]([C:23](O)=[O:24])=[CH:22][C:7]=2[N:6]=1)([CH3:4])([CH3:3])[CH3:2].CCN(C(C)C)C(C)C.CN(C(ON1N=NC2C=CC=NC1=2)=[N+](C)C)C.F[P-](F)(F)(F)(F)F.[NH:59]1[CH2:69][CH2:68][CH2:67][CH:61]([C:62]([O:64][CH2:65][CH3:66])=[O:63])[CH2:60]1. (2) Given the product [CH3:1][S:2]([O:5][C:6]1[C:21](=[O:22])[N:10]2[CH2:11][C@@H:12]([O:19][CH3:20])[CH2:13][CH2:14][C@@H:15]([N:16]([C:37](=[O:38])[C:36]([N:35]([CH3:41])[CH3:34])=[O:40])[CH2:17][CH3:18])[C:9]2=[N:8][C:7]=1[C:23]([NH:25][CH2:26][C:27]1[CH:32]=[CH:31][C:30]([F:33])=[CH:29][CH:28]=1)=[O:24])(=[O:3])=[O:4], predict the reactants needed to synthesize it. The reactants are: [CH3:1][S:2]([O:5][C:6]1[C:21](=[O:22])[N:10]2[CH2:11][C@@H:12]([O:19][CH3:20])[CH2:13][CH2:14][C@@H:15]([NH:16][CH2:17][CH3:18])[C:9]2=[N:8][C:7]=1[C:23]([NH:25][CH2:26][C:27]1[CH:32]=[CH:31][C:30]([F:33])=[CH:29][CH:28]=1)=[O:24])(=[O:4])=[O:3].[CH3:34][N:35]([CH3:41])[C:36](=[O:40])[C:37](O)=[O:38].C(Cl)CCl.C1C=NC2N(O)N=NC=2C=1.CS(Cl)(=O)=O. (3) Given the product [Cl:24][C:25]1[N:30]=[C:29]([CH3:31])[C:28]([O:18][CH2:17][CH2:16][C@H:15]([CH:12]2[CH2:13][CH2:14][N:9]([C:7]3[O:6][N:5]=[C:4]([CH:1]([CH3:3])[CH3:2])[N:8]=3)[CH2:10][CH2:11]2)[CH3:23])=[CH:27][N:26]=1, predict the reactants needed to synthesize it. The reactants are: [CH:1]([C:4]1[N:8]=[C:7]([N:9]2[CH2:14][CH2:13][CH:12]([C@H:15]([CH3:23])[CH2:16][CH2:17][O:18]S(C)(=O)=O)[CH2:11][CH2:10]2)[O:6][N:5]=1)([CH3:3])[CH3:2].[Cl:24][C:25]1[N:30]=[C:29]([CH3:31])[C:28](O)=[CH:27][N:26]=1.C(=O)([O-])[O-].[K+].[K+]. (4) Given the product [CH3:2][N:3]1[CH2:8][CH2:7][N:6]([C:9]2[N:14]=[CH:13][C:12]([C:15]3[S:16][C:17]4[CH:23]=[C:22]([C:24]([Cl:29])=[O:26])[CH:21]=[CH:20][C:18]=4[N:19]=3)=[CH:11][CH:10]=2)[CH2:5][CH2:4]1, predict the reactants needed to synthesize it. The reactants are: Cl.[CH3:2][N:3]1[CH2:8][CH2:7][N:6]([C:9]2[N:14]=[CH:13][C:12]([C:15]3[S:16][C:17]4[CH:23]=[C:22]([C:24]([OH:26])=O)[CH:21]=[CH:20][C:18]=4[N:19]=3)=[CH:11][CH:10]=2)[CH2:5][CH2:4]1.S(Cl)([Cl:29])=O. (5) The reactants are: Br[CH2:2][CH2:3][C:4]1[CH:9]=[CH:8][C:7]([CH2:10][CH2:11][C:12]2[N:13]=[C:14]([NH:17][C:18](=[O:20])[CH3:19])[S:15][CH:16]=2)=[CH:6][CH:5]=1.[N:21]1([C:27]([O:29][C:30]([CH3:33])([CH3:32])[CH3:31])=[O:28])[CH2:26][CH2:25][NH:24][CH2:23][CH2:22]1.C(N(CC)CC)C. Given the product [C:18]([NH:17][C:14]1[S:15][CH:16]=[C:12]([CH2:11][CH2:10][C:7]2[CH:8]=[CH:9][C:4]([CH2:3][CH2:2][N:24]3[CH2:23][CH2:22][N:21]([C:27]([O:29][C:30]([CH3:33])([CH3:32])[CH3:31])=[O:28])[CH2:26][CH2:25]3)=[CH:5][CH:6]=2)[N:13]=1)(=[O:20])[CH3:19], predict the reactants needed to synthesize it. (6) Given the product [CH3:14][N:15]1[CH:19]=[C:18]([C:20]2[CH:25]=[C:24]([O:26][C:27]3[CH:28]=[CH:29][C:30]([NH:33][C:9]([NH:5][C:3](=[O:4])[C:2]([CH3:7])([CH3:6])[CH3:1])=[O:10])=[N:31][CH:32]=3)[CH:23]=[CH:22][N:21]=2)[CH:17]=[N:16]1, predict the reactants needed to synthesize it. The reactants are: [CH3:1][C:2]([CH3:7])([CH3:6])[C:3]([NH2:5])=[O:4].C(Cl)(=O)[C:9](Cl)=[O:10].[CH3:14][N:15]1[CH:19]=[C:18]([C:20]2[CH:25]=[C:24]([O:26][C:27]3[CH:28]=[CH:29][C:30]([NH2:33])=[N:31][CH:32]=3)[CH:23]=[CH:22][N:21]=2)[CH:17]=[N:16]1.N1C=CC=CC=1. (7) Given the product [S:1]1[C:5]2[CH:6]=[CH:7][CH:8]=[CH:9][C:4]=2[CH:3]=[C:2]1[CH:10]([C:12]1[CH:17]=[C:16]([Br:18])[CH:15]=[CH:14][C:13]=1[F:19])[O:11][Si:29]([C:25]([CH3:28])([CH3:27])[CH3:26])([CH3:32])[CH3:31], predict the reactants needed to synthesize it. The reactants are: [S:1]1[C:5]2[CH:6]=[CH:7][CH:8]=[CH:9][C:4]=2[CH:3]=[C:2]1[CH:10]([C:12]1[CH:17]=[C:16]([Br:18])[CH:15]=[CH:14][C:13]=1[F:19])[OH:11].N1C=CN=C1.[C:25]([Si:29]([CH3:32])([CH3:31])Cl)([CH3:28])([CH3:27])[CH3:26].[Cl-].[NH4+]. (8) The reactants are: [OH:1][C@@H:2]1[C@@H:7]([OH:8])[C@H:6]([OH:9])[C:5](=[O:10])[CH:4]=[CH:3]1.O. Given the product [OH:8][C@H:7]1[C@H:6]([OH:9])[C@@H:5]([OH:10])[CH2:4][CH2:3][C:2]1=[O:1], predict the reactants needed to synthesize it. (9) The reactants are: F[C:2]1[CH:11]=[CH:10][C:5]([C:6]([O:8][CH3:9])=[O:7])=[C:4]([O:12][CH2:13][O:14][CH3:15])[CH:3]=1.CS(C)=O.[CH2:20]([S-:22])[CH3:21].[Na+]. Given the product [CH2:20]([S:22][C:2]1[CH:11]=[CH:10][C:5]([C:6]([O:8][CH3:9])=[O:7])=[C:4]([O:12][CH2:13][O:14][CH3:15])[CH:3]=1)[CH3:21], predict the reactants needed to synthesize it. (10) Given the product [Br:3][CH:4]1[CH2:17][CH2:18][N:7]([CH2:8][C:9]2[CH:14]=[CH:13][C:12]([CH3:15])=[C:11]([F:16])[CH:10]=2)[C:5]1=[O:6], predict the reactants needed to synthesize it. The reactants are: [H-].[Na+].[Br:3][CH:4]([CH2:17][CH2:18]Br)[C:5]([NH:7][CH2:8][C:9]1[CH:14]=[CH:13][C:12]([CH3:15])=[C:11]([F:16])[CH:10]=1)=[O:6].